This data is from Full USPTO retrosynthesis dataset with 1.9M reactions from patents (1976-2016). The task is: Predict the reactants needed to synthesize the given product. Given the product [C:30]([O:1][CH2:2][C:3]1[CH:8]=[C:7]([O:9][CH3:10])[CH:6]=[C:5]([N:11]2[N:15]=[C:14]3[CH:16]=[CH:17][C:18]([O:20][CH3:21])=[CH:19][C:13]3=[N:12]2)[C:4]=1[OH:22])(=[O:34])[C:31]([CH3:33])=[CH2:32], predict the reactants needed to synthesize it. The reactants are: [OH:1][CH2:2][C:3]1[CH:8]=[C:7]([O:9][CH3:10])[CH:6]=[C:5]([N:11]2[N:15]=[C:14]3[CH:16]=[CH:17][C:18]([O:20][CH3:21])=[CH:19][C:13]3=[N:12]2)[C:4]=1[OH:22].C(N(CC)CC)C.[C:30](Cl)(=[O:34])[C:31]([CH3:33])=[CH2:32].